This data is from Reaction yield outcomes from USPTO patents with 853,638 reactions. The task is: Predict the reaction yield, written as a fraction of the theoretical maximum amount of product (1.0 means a 100% yield; for example, 0.34 means a 34% yield). (1) The reactants are [C:1]([O:5][C:6]([N:8]1[CH2:12][CH2:11][C:10]([CH3:38])([NH:13][C:14]2[CH:15]=[C:16]3[C:25](=[CH:26][CH:27]=2)[O:24][CH2:23][C:22]2[N:17]3[CH:18]([CH3:37])[C:19](=[O:36])[N:20](COCC[Si](C)(C)C)[N:21]=2)[CH2:9]1)=[O:7])([CH3:4])([CH3:3])[CH3:2].C(OC(N1CCC(N)(C)C1)=O)(C)(C)C.CCCC[N+](CCCC)(CCCC)CCCC.[F-]. The catalyst is C1COCC1.O. The product is [C:1]([O:5][C:6]([N:8]1[CH2:12][CH2:11][C:10]([CH3:38])([NH:13][C:14]2[CH:15]=[C:16]3[C:25](=[CH:26][CH:27]=2)[O:24][CH2:23][C:22]2[N:17]3[CH:18]([CH3:37])[C:19](=[O:36])[NH:20][N:21]=2)[CH2:9]1)=[O:7])([CH3:4])([CH3:2])[CH3:3]. The yield is 0.540. (2) The reactants are [I:1][C:2]1[C:10]2[C:5](=[N:6][CH:7]=[CH:8][CH:9]=2)[NH:4][CH:3]=1.[H-].[Na+].[Si:13](Cl)([C:16]([CH3:19])([CH3:18])[CH3:17])([CH3:15])[CH3:14].O. The catalyst is O1CCCC1. The product is [C:16]([Si:13]([CH3:15])([CH3:14])[N:4]1[C:5]2=[N:6][CH:7]=[CH:8][CH:9]=[C:10]2[C:2]([I:1])=[CH:3]1)([CH3:19])([CH3:18])[CH3:17]. The yield is 0.150. (3) The reactants are [CH2:1]([C:3]1(O)[C:11]2[C:6](=[CH:7][C:8]([F:12])=[CH:9][CH:10]=2)[CH2:5][CH2:4]1)[CH3:2].[NH:14]1[C:22]2[C:17](=[CH:18][CH:19]=[CH:20][C:21]=2[NH:23][S:24]([CH3:27])(=[O:26])=[O:25])[CH:16]=[CH:15]1.FC(F)(F)C(O)=O. The catalyst is ClCCl. The product is [CH2:1]([C:3]1([C:16]2[C:17]3[C:22](=[C:21]([NH:23][S:24]([CH3:27])(=[O:25])=[O:26])[CH:20]=[CH:19][CH:18]=3)[NH:14][CH:15]=2)[C:11]2[C:6](=[CH:7][C:8]([F:12])=[CH:9][CH:10]=2)[CH2:5][CH2:4]1)[CH3:2]. The yield is 0.840. (4) The product is [CH3:18][C:17]1([CH3:19])[CH2:16][O:15][C:14](=[O:20])[N:13]1[C:11]1[S:10][N:9]=[C:8]([C:5]2[CH:6]=[CH:7][C:2]([C:21]#[N:22])=[CH:3][CH:4]=2)[N:12]=1. The yield is 0.840. The catalyst is C(OCC)(=O)C.[C-]#N.[Zn+2].[C-]#N.C1C=CC([P]([Pd]([P](C2C=CC=CC=2)(C2C=CC=CC=2)C2C=CC=CC=2)([P](C2C=CC=CC=2)(C2C=CC=CC=2)C2C=CC=CC=2)[P](C2C=CC=CC=2)(C2C=CC=CC=2)C2C=CC=CC=2)(C2C=CC=CC=2)C2C=CC=CC=2)=CC=1. The reactants are Br[C:2]1[CH:7]=[CH:6][C:5]([C:8]2[N:12]=[C:11]([N:13]3[C:17]([CH3:19])([CH3:18])[CH2:16][O:15][C:14]3=[O:20])[S:10][N:9]=2)=[CH:4][CH:3]=1.[CH3:21][N:22](C)C=O. (5) The reactants are Cl.[Cl:2][C:3]1[CH:4]=[C:5]2[C:9](=[CH:10][CH:11]=1)[NH:8][CH:7]=[C:6]2[CH2:12][CH2:13][NH2:14].[C:15]([O:19][C:20]([NH:22][C:23]1[O:27][N:26]=[C:25]([C:28](O)=[O:29])[CH:24]=1)=[O:21])([CH3:18])([CH3:17])[CH3:16].CN(C(ON1N=NC2C=CC=NC1=2)=[N+](C)C)C.F[P-](F)(F)(F)(F)F.C(N(CC)C(C)C)(C)C. The catalyst is CN(C=O)C.ClCCl.C(OCC)(=O)C. The product is [Cl:2][C:3]1[CH:4]=[C:5]2[C:9](=[CH:10][CH:11]=1)[NH:8][CH:7]=[C:6]2[CH2:12][CH2:13][NH:14][C:28]([C:25]1[CH:24]=[C:23]([NH:22][C:20](=[O:21])[O:19][C:15]([CH3:17])([CH3:16])[CH3:18])[O:27][N:26]=1)=[O:29]. The yield is 0.940. (6) The reactants are [Br:1][C:2]1[N:3]([CH2:17][CH2:18][CH:19]2[O:24][CH2:23][CH2:22][NH:21][CH2:20]2)[C:4]2[C:9]([N:10]=1)=[C:8]([NH2:11])[N:7]=[C:6]([O:12][CH2:13][CH2:14][CH2:15][CH3:16])[N:5]=2.Br[CH2:26][C:27]([O:29][CH3:30])=[O:28].C(=O)([O-])[O-:32].[K+].[K+]. The catalyst is CN(C=O)C. The product is [Br:1][C:2]1[N:3]([CH2:17][CH2:18][CH:19]2[O:24][CH2:23][CH2:22][N:21]([CH2:26][C:27]([O:29][CH3:30])=[O:28])[CH2:20]2)[C:4]2[C:9]([N:10]=1)=[C:8]([N:11]=[O:32])[N:7]=[C:6]([O:12][CH2:13][CH2:14][CH2:15][CH3:16])[N:5]=2. The yield is 0.820. (7) The yield is 1.00. The product is [F:1][C:2]1[CH:3]=[C:4]([C@H:9]2[CH2:13][CH2:12][CH2:11][N:10]2[C:14]2[CH:19]=[CH:18][N:17]3[N:20]=[CH:21][C:22]([C:23]([O:25][CH2:26][CH3:27])=[O:24])=[C:16]3[N:15]=2)[CH:5]=[C:6]([O:8][CH2:30][CH2:31][N:32]2[CH2:37][CH2:36][O:35][CH2:34][CH2:33]2)[CH:7]=1. The catalyst is CN(C=O)C. The reactants are [F:1][C:2]1[CH:3]=[C:4]([C@H:9]2[CH2:13][CH2:12][CH2:11][N:10]2[C:14]2[CH:19]=[CH:18][N:17]3[N:20]=[CH:21][C:22]([C:23]([O:25][CH2:26][CH3:27])=[O:24])=[C:16]3[N:15]=2)[CH:5]=[C:6]([OH:8])[CH:7]=1.Cl.Cl[CH2:30][CH2:31][N:32]1[CH2:37][CH2:36][O:35][CH2:34][CH2:33]1.C([O-])([O-])=O.[K+].[K+]. (8) The reactants are CC1[O:7][CH:6]([CH3:8])[O:5][CH:4]([CH3:9])O1.[Na+].[I-:11].[C:12]([O:15][C:16]1C=[CH:20][CH:19]=[CH:18][C:17]=1C(Cl)=O)(=[O:14])[CH3:13]. The catalyst is C(Cl)Cl. The product is [C:12]([O:15][C:16]1[CH:17]=[CH:18][CH:19]=[CH:20][C:8]=1[C:6]([O:5][CH:4]([I:11])[CH3:9])=[O:7])(=[O:14])[CH3:13]. The yield is 0.400. (9) The reactants are [CH3:1][N:2]([CH2:4][C:5]1[CH:10]=[CH:9][C:8]([C:11]2[CH:16]=[CH:15][CH:14]=[C:13]([N:17]3[C:22]4[N:23]=[CH:24][C:25]([F:27])=[CH:26][C:21]=4[C:20](=[O:28])[N:19]([C@@H:29]4[CH2:34][CH2:33][C@H:32]([NH:35]C(=O)OC(C)(C)C)[CH2:31][CH2:30]4)[C:18]3=[O:43])[CH:12]=2)=[CH:7][CH:6]=1)[CH3:3].Cl. The catalyst is O1CCOCC1. The product is [NH2:35][C@@H:32]1[CH2:33][CH2:34][C@H:29]([N:19]2[C:20](=[O:28])[C:21]3[CH:26]=[C:25]([F:27])[CH:24]=[N:23][C:22]=3[N:17]([C:13]3[CH:12]=[C:11]([C:8]4[CH:7]=[CH:6][C:5]([CH2:4][N:2]([CH3:1])[CH3:3])=[CH:10][CH:9]=4)[CH:16]=[CH:15][CH:14]=3)[C:18]2=[O:43])[CH2:30][CH2:31]1. The yield is 0.740.